Dataset: Reaction yield outcomes from USPTO patents with 853,638 reactions. Task: Predict the reaction yield, written as a fraction of the theoretical maximum amount of product (1.0 means a 100% yield; for example, 0.34 means a 34% yield). (1) The reactants are [N+:1]([C:4]1[CH:13]=[C:12]2[C:7]([CH2:8][CH2:9][CH2:10][CH:11]2[OH:14])=[CH:6][CH:5]=1)([O-])=O. The catalyst is CO. The product is [NH2:1][C:4]1[CH:13]=[C:12]2[C:7]([CH2:8][CH2:9][CH2:10][CH:11]2[OH:14])=[CH:6][CH:5]=1. The yield is 0.950. (2) The reactants are [SH:1][C:2]1[CH:9]=[CH:8][C:5]([C:6]#[N:7])=[CH:4][C:3]=1[N+:10]([O-:12])=[O:11].Br[CH2:14][C:15]1[CH:20]=[CH:19][CH:18]=[CH:17][CH:16]=1.C([O-])([O-])=O.[K+].[K+]. The catalyst is CN(C=O)C. The product is [CH2:14]([S:1][C:2]1[CH:9]=[CH:8][C:5]([C:6]#[N:7])=[CH:4][C:3]=1[N+:10]([O-:12])=[O:11])[C:15]1[CH:20]=[CH:19][CH:18]=[CH:17][CH:16]=1. The yield is 0.820. (3) The reactants are [F:1][C:2]1[CH:7]=[CH:6][CH:5]=[CH:4][C:3]=1[C:8](=O)[CH3:9].[C:11]([S@:15]([NH2:17])=[O:16])(C)(C)C.[Cl-].[NH4+].C(OCC)(=O)C.O1[CH2:30][CH2:29][CH2:28]C1. The catalyst is [O-]CC.[Ti+4].[O-]CC.[O-]CC.[O-]CC. The product is [F:1][C:2]1[CH:7]=[CH:6][CH:5]=[CH:4][C:3]=1/[C:8](=[N:17]/[S@@:15]([CH2:11][CH:29]([CH3:28])[CH3:30])=[O:16])/[CH3:9]. The yield is 0.740. (4) The reactants are Cl[C:2]1[C:3]2[N:10]([CH3:11])[CH:9]=[CH:8][C:4]=2[N:5]=[CH:6][N:7]=1.[NH2:12][C:13]1[CH:18]=[CH:17][C:16]([OH:19])=[CH:15][C:14]=1[CH3:20].C(=O)([O-])[O-].[K+].[K+]. The catalyst is CN1CCCC1=O. The product is [CH3:20][C:14]1[CH:15]=[C:16]([O:19][C:2]2[C:3]3[N:10]([CH3:11])[CH:9]=[CH:8][C:4]=3[N:5]=[CH:6][N:7]=2)[CH:17]=[CH:18][C:13]=1[NH2:12]. The yield is 0.490. (5) The reactants are I[C:2]1[C:10]2[C:5](=[CH:6][CH:7]=[C:8]([C:11]3[S:12][C:13]([S:16][CH3:17])=[N:14][N:15]=3)[CH:9]=2)[N:4]([C:18]([O:20][C:21]([CH3:24])([CH3:23])[CH3:22])=[O:19])[CH:3]=1.C([Sn](CCCC)(CCCC)[C:30]1[N:35]=[C:34]([N:36]2[CH2:41][CH2:40][O:39][CH2:38][CH2:37]2)[CH:33]=[CH:32][N:31]=1)CCC. The catalyst is CN(C=O)C.[Cu]I.C1C=CC([P]([Pd]([P](C2C=CC=CC=2)(C2C=CC=CC=2)C2C=CC=CC=2)([P](C2C=CC=CC=2)(C2C=CC=CC=2)C2C=CC=CC=2)[P](C2C=CC=CC=2)(C2C=CC=CC=2)C2C=CC=CC=2)(C2C=CC=CC=2)C2C=CC=CC=2)=CC=1. The product is [CH3:17][S:16][C:13]1[S:12][C:11]([C:8]2[CH:9]=[C:10]3[C:5](=[CH:6][CH:7]=2)[N:4]([C:18]([O:20][C:21]([CH3:24])([CH3:23])[CH3:22])=[O:19])[CH:3]=[C:2]3[C:30]2[N:35]=[C:34]([N:36]3[CH2:41][CH2:40][O:39][CH2:38][CH2:37]3)[CH:33]=[CH:32][N:31]=2)=[N:15][N:14]=1. The yield is 0.200.